Task: Predict the product of the given reaction.. Dataset: Forward reaction prediction with 1.9M reactions from USPTO patents (1976-2016) (1) The product is: [F:23][C:17]1[CH:18]=[CH:19][CH:20]=[C:21]([F:22])[C:16]=1[C:15]([NH:14][C:12]1[S:13][C:9]([C:5]2[CH:6]=[CH:7][CH:8]=[C:3]([C:1]3[N:34]=[N:35][N:29]([CH3:32])[N:2]=3)[CH:4]=2)=[C:10]([CH3:25])[N:11]=1)=[O:24]. Given the reactants [C:1]([C:3]1[CH:4]=[C:5]([C:9]2[S:13][C:12]([NH:14][C:15](=[O:24])[C:16]3[C:21]([F:22])=[CH:20][CH:19]=[CH:18][C:17]=3[F:23])=[N:11][C:10]=2[CH3:25])[CH:6]=[CH:7][CH:8]=1)#[N:2].Cl.C([N:29]([CH2:32]C)CC)C.[N:34]([Si](C)(C)C)=[N+:35]=[N-], predict the reaction product. (2) Given the reactants [C:1]([O:5][C:6](=[O:22])[NH:7][C:8]1[CH:13]=[CH:12][C:11]([C:14]2[CH:19]=[CH:18][C:17]([F:20])=[CH:16][CH:15]=2)=[CH:10][C:9]=1[NH2:21])([CH3:4])([CH3:3])[CH3:2].C([O:25][C:26](=O)[CH2:27][C:28]([C:30]1[S:31][CH:32]=[CH:33][C:34]=1[Cl:35])=[O:29])C, predict the reaction product. The product is: [C:1]([O:5][C:6](=[O:22])[NH:7][C:8]1[CH:13]=[CH:12][C:11]([C:14]2[CH:15]=[CH:16][C:17]([F:20])=[CH:18][CH:19]=2)=[CH:10][C:9]=1[NH:21][C:26](=[O:25])[CH2:27][C:28]([C:30]1[S:31][CH:32]=[CH:33][C:34]=1[Cl:35])=[O:29])([CH3:4])([CH3:2])[CH3:3].